This data is from Full USPTO retrosynthesis dataset with 1.9M reactions from patents (1976-2016). The task is: Predict the reactants needed to synthesize the given product. (1) Given the product [N+:25]([C:22]1[CH:23]=[CH:24][C:19]([O:18][C:16](=[O:17])[N:13]([C@H:10]2[CH2:11][CH2:12][N:8]([C:1]([O:3][C:4]([CH3:7])([CH3:6])[CH3:5])=[O:2])[CH2:9]2)[CH3:14])=[CH:20][CH:21]=1)([O-:27])=[O:26], predict the reactants needed to synthesize it. The reactants are: [C:1]([N:8]1[CH2:12][CH2:11][C@H:10]([NH:13][CH3:14])[CH2:9]1)([O:3][C:4]([CH3:7])([CH3:6])[CH3:5])=[O:2].Cl[C:16]([O:18][C:19]1[CH:24]=[CH:23][C:22]([N+:25]([O-:27])=[O:26])=[CH:21][CH:20]=1)=[O:17]. (2) Given the product [Br:1][C:16]1[N:15]=[CH:14][C:13]([NH:18][C@@H:19]([CH3:22])[CH2:20][OH:21])=[C:12]([N+:9]([O-:11])=[O:10])[CH:17]=1, predict the reactants needed to synthesize it. The reactants are: [Br:1]N1C(=O)CCC1=O.[N+:9]([C:12]1[CH:17]=[CH:16][N:15]=[CH:14][C:13]=1[NH:18][C@@H:19]([CH3:22])[CH2:20][OH:21])([O-:11])=[O:10]. (3) Given the product [NH2:26][C@@H:16]([CH2:17][C:18]1[CH:19]=[CH:20][C:21]([O:24][CH3:25])=[CH:22][CH:23]=1)[C:15]([NH:14][C@@H:7]([CH2:6][C:1]1[CH2:5][CH2:4][CH2:3][CH:2]=1)[C:8]([C@@:10]1([CH3:13])[CH2:12][O:11]1)=[O:9])=[O:34], predict the reactants needed to synthesize it. The reactants are: [C:1]1([CH2:6][C@H:7]([NH:14][C:15](=[O:34])[C@@H:16]([NH:26]C(=O)OC(C)(C)C)[CH2:17][C:18]2[CH:23]=[CH:22][C:21]([O:24][CH3:25])=[CH:20][CH:19]=2)[C:8]([C@@:10]2([CH3:13])[CH2:12][O:11]2)=[O:9])[CH2:5][CH2:4][CH2:3][CH:2]=1.C(O)(C(F)(F)F)=O. (4) Given the product [C:1]12([CH2:11][NH:12][C:13]([C:14]3[C:19]([Cl:20])=[CH:18][N:17]=[C:16]([C:35]#[C:34][CH2:33][N:25]([CH2:23][CH3:24])[C:26](=[O:32])[O:27][C:28]([CH3:29])([CH3:31])[CH3:30])[CH:15]=3)=[O:22])[CH2:10][CH:5]3[CH2:6][CH:7]([CH2:9][CH:3]([CH2:4]3)[CH2:2]1)[CH2:8]2, predict the reactants needed to synthesize it. The reactants are: [C:1]12([CH2:11][NH:12][C:13](=[O:22])[C:14]3[C:19]([Cl:20])=[CH:18][N:17]=[C:16](I)[CH:15]=3)[CH2:10][CH:5]3[CH2:6][CH:7]([CH2:9][CH:3]([CH2:4]3)[CH2:2]1)[CH2:8]2.[CH2:23]([N:25]([CH2:33][C:34]#[CH:35])[C:26](=[O:32])[O:27][C:28]([CH3:31])([CH3:30])[CH3:29])[CH3:24].C(N(CC)CC)C. (5) Given the product [Cl:1][C:2]1[CH:3]=[C:4]([N:12]([CH2:20][CH3:21])[CH:13]2[CH2:18][CH2:17][N:16]([CH3:19])[CH2:15][CH2:14]2)[C:5]([CH3:11])=[C:6]([CH:10]=1)[C:7]([NH:24][CH2:25][C:26]1[C:27](=[O:37])[NH:28][C:29]([CH3:36])=[CH:30][C:31]=1[C:32]([F:33])([F:34])[F:35])=[O:9], predict the reactants needed to synthesize it. The reactants are: [Cl:1][C:2]1[CH:3]=[C:4]([N:12]([CH2:20][CH3:21])[CH:13]2[CH2:18][CH2:17][N:16]([CH3:19])[CH2:15][CH2:14]2)[C:5]([CH3:11])=[C:6]([CH:10]=1)[C:7]([OH:9])=O.Cl.Cl.[NH2:24][CH2:25][C:26]1[C:27](=[O:37])[NH:28][C:29]([CH3:36])=[CH:30][C:31]=1[C:32]([F:35])([F:34])[F:33].C1CN([P+](ON2N=NC3C=CC=CC2=3)(N2CCCC2)N2CCCC2)CC1.F[P-](F)(F)(F)(F)F.CCN(C(C)C)C(C)C. (6) Given the product [C:19](=[N:32][C:2]1[CH:3]=[C:4]2[C:9](=[C:10]([F:12])[CH:11]=1)[N:8]([CH2:13][CH3:14])[C:7](=[O:15])[N:6]([CH2:16][CH3:17])[C:5]2=[O:18])([C:26]1[CH:27]=[CH:28][CH:29]=[CH:30][CH:31]=1)[C:20]1[CH:25]=[CH:24][CH:23]=[CH:22][CH:21]=1, predict the reactants needed to synthesize it. The reactants are: Br[C:2]1[CH:3]=[C:4]2[C:9](=[C:10]([F:12])[CH:11]=1)[N:8]([CH2:13][CH3:14])[C:7](=[O:15])[N:6]([CH2:16][CH3:17])[C:5]2=[O:18].[C:19](=[NH:32])([C:26]1[CH:31]=[CH:30][CH:29]=[CH:28][CH:27]=1)[C:20]1[CH:25]=[CH:24][CH:23]=[CH:22][CH:21]=1.CC(C1C=C(C(C)C)C(C2C=CC=CC=2P(C2CCCCC2)C2CCCCC2)=C(C(C)C)C=1)C.C(=O)([O-])[O-].[Cs+].[Cs+]. (7) Given the product [F:1][C:2]1[CH:39]=[CH:38][C:5]([C:6](=[S:53])[NH:8][C@@:9]([C:24]2[CH:29]=[C:28]([O:30][C:31]([F:36])([F:35])[CH:32]([F:34])[F:33])[CH:27]=[C:26]([F:37])[CH:25]=2)([C:17]2[CH:22]=[CH:21][C:20]([F:23])=[CH:19][CH:18]=2)[CH2:10][C:11]2[CH:16]=[CH:15][CH:14]=[CH:13][CH:12]=2)=[CH:4][C:3]=1[C:40]([F:43])([F:42])[F:41], predict the reactants needed to synthesize it. The reactants are: [F:1][C:2]1[CH:39]=[CH:38][C:5]([C:6]([NH:8][C@@:9]([C:24]2[CH:29]=[C:28]([O:30][C:31]([F:36])([F:35])[CH:32]([F:34])[F:33])[CH:27]=[C:26]([F:37])[CH:25]=2)([C:17]2[CH:22]=[CH:21][C:20]([F:23])=[CH:19][CH:18]=2)[CH2:10][C:11]2[CH:16]=[CH:15][CH:14]=[CH:13][CH:12]=2)=O)=[CH:4][C:3]=1[C:40]([F:43])([F:42])[F:41].COC1C=CC(P2(SP(C3C=CC(OC)=CC=3)(=S)S2)=[S:53])=CC=1.